From a dataset of Catalyst prediction with 721,799 reactions and 888 catalyst types from USPTO. Predict which catalyst facilitates the given reaction. Reactant: CC(C)=O.[CH3:5][C:6]1[CH:7]=[C:8]([OH:26])[C:9]2[CH:10]=[C:11]([C:16]3[CH:21]=[CH:20][CH:19]=[C:18]([C:22]([F:25])([F:24])[F:23])[CH:17]=3)[N:12]=[N:13][C:14]=2[CH:15]=1.[CH2:27](Br)[C:28]1[CH:33]=[CH:32][CH:31]=[CH:30][CH:29]=1.C(=O)([O-])[O-].[K+].[K+]. Product: [CH2:27]([O:26][C:8]1[CH:7]=[C:6]([CH3:5])[CH:15]=[C:14]2[C:9]=1[CH:10]=[C:11]([C:16]1[CH:21]=[CH:20][CH:19]=[C:18]([C:22]([F:25])([F:24])[F:23])[CH:17]=1)[N:12]=[N:13]2)[C:28]1[CH:33]=[CH:32][CH:31]=[CH:30][CH:29]=1. The catalyst class is: 195.